Dataset: Full USPTO retrosynthesis dataset with 1.9M reactions from patents (1976-2016). Task: Predict the reactants needed to synthesize the given product. (1) Given the product [F:1][C:2]1[CH:3]=[N:4][CH:5]=[CH:6][C:7]=1[CH2:8][O:9][S:11]([CH3:10])(=[O:13])=[O:12], predict the reactants needed to synthesize it. The reactants are: [F:1][C:2]1[CH:3]=[N:4][CH:5]=[CH:6][C:7]=1[CH2:8][OH:9].[CH3:10][S:11](Cl)(=[O:13])=[O:12]. (2) The reactants are: Cl[C:2]1[C:11]2[C:6](=[CH:7][C:8]([C:12]3[CH:13]=[C:14]([CH:18]=[CH:19][C:20]=3[CH3:21])[C:15]([NH2:17])=[O:16])=[CH:9][CH:10]=2)[CH:5]=[N:4][N:3]=1.CN[C@@H]1CCCC[C@H]1NC.C(=O)([O-])[O-].[Cs+].[Cs+].[NH:38]1[CH2:42][CH2:41][CH2:40][C:39]1=[O:43]. Given the product [CH3:21][C:20]1[CH:19]=[CH:18][C:14]([C:15]([NH2:17])=[O:16])=[CH:13][C:12]=1[C:8]1[CH:7]=[C:6]2[C:11](=[CH:10][CH:9]=1)[C:2]([N:38]1[CH2:42][CH2:41][CH2:40][C:39]1=[O:43])=[N:3][N:4]=[CH:5]2, predict the reactants needed to synthesize it. (3) Given the product [Br:1][C:2]1[N:7]=[C:6]2[C:8]([C:11]([NH:13][C:14]3([CH3:17])[CH2:15][CH2:16]3)=[O:12])=[CH:9][N:10]([C:26]([C:27]3[CH:32]=[CH:31][CH:30]=[CH:29][CH:28]=3)([C:39]3[CH:40]=[CH:41][CH:42]=[CH:43][CH:44]=3)[C:33]3[CH:34]=[CH:35][CH:36]=[CH:37][CH:38]=3)[C:5]2=[N:4][CH:3]=1, predict the reactants needed to synthesize it. The reactants are: [Br:1][C:2]1[N:7]=[C:6]2[C:8]([C:11]([NH:13][C:14]3([CH3:17])[CH2:16][CH2:15]3)=[O:12])=[CH:9][NH:10][C:5]2=[N:4][CH:3]=1.CCN(CC)CC.Cl[C:26]([C:39]1[CH:44]=[CH:43][CH:42]=[CH:41][CH:40]=1)([C:33]1[CH:38]=[CH:37][CH:36]=[CH:35][CH:34]=1)[C:27]1[CH:32]=[CH:31][CH:30]=[CH:29][CH:28]=1. (4) Given the product [C:20]([NH:30][C@H:31]([C:35]([CH:7]([OH:8])[C@H:6]1[O:5][C@@H:4]([N:9]2[C:19]3[N:18]=[C:16]([NH2:17])[NH:15][C:13](=[O:14])[C:12]=3[N:11]=[CH:10]2)[CH2:3][C@@H:2]1[F:1])=[O:36])[CH:32]([CH3:34])[CH3:33])([O:22][CH2:23][C:24]1[CH:29]=[CH:28][CH:27]=[CH:26][CH:25]=1)=[O:21], predict the reactants needed to synthesize it. The reactants are: [F:1][C@@H:2]1[C@@H:6]([CH2:7][OH:8])[O:5][C@@H:4]([N:9]2[C:19]3[N:18]=[C:16]([NH2:17])[NH:15][C:13](=[O:14])[C:12]=3[N:11]=[CH:10]2)[CH2:3]1.[C:20]([NH:30][C@H:31]([C:35](O)=[O:36])[CH:32]([CH3:34])[CH3:33])([O:22][CH2:23][C:24]1[CH:29]=[CH:28][CH:27]=[CH:26][CH:25]=1)=[O:21].ON1C2C=CC=CC=2N=N1.C1CCC(N=C=NC2CCCCC2)CC1. (5) Given the product [CH3:13][O:14][C:15]1[CH:16]=[C:17]([S:23][C:24]2[CH:29]=[CH:28][C:27]([CH3:30])=[CH:26][C:25]=2[NH:31][C:2]2[C:3]3[C:8](=[N:7][C:6]([CH3:12])=[CH:5][CH:4]=3)[N:9]=[CH:10][CH:11]=2)[CH:18]=[CH:19][C:20]=1[O:21][CH3:22], predict the reactants needed to synthesize it. The reactants are: Cl[C:2]1[CH:11]=[CH:10][N:9]=[C:8]2[C:3]=1[CH:4]=[CH:5][C:6]([CH3:12])=[N:7]2.[CH3:13][O:14][C:15]1[CH:16]=[C:17]([S:23][C:24]2[CH:29]=[CH:28][C:27]([CH3:30])=[CH:26][C:25]=2[NH2:31])[CH:18]=[CH:19][C:20]=1[O:21][CH3:22]. (6) Given the product [CH2:37]([C:34]1[CH:33]=[CH:32][C:31]([C:10]2[CH:9]=[C:8]3[C:13]([C:14]([NH:15][C:16](=[O:30])[C:17]4[CH:22]=[CH:21][CH:20]=[C:19]([N:23]5[C:27]([CH3:28])=[CH:26][CH:25]=[C:24]5[CH3:29])[CH:18]=4)=[C:6]([C:4]([OH:5])=[O:3])[N:7]3[CH2:41][C:42]3[CH:47]=[CH:46][CH:45]=[C:44]([Cl:48])[CH:43]=3)=[CH:12][CH:11]=2)=[CH:36][CH:35]=1)[CH2:38][CH2:39][CH3:40], predict the reactants needed to synthesize it. The reactants are: C([O:3][C:4]([C:6]1[N:7]([CH2:41][C:42]2[CH:47]=[CH:46][CH:45]=[C:44]([Cl:48])[CH:43]=2)[C:8]2[C:13]([C:14]=1[NH:15][C:16](=[O:30])[C:17]1[CH:22]=[CH:21][CH:20]=[C:19]([N:23]3[C:27]([CH3:28])=[CH:26][CH:25]=[C:24]3[CH3:29])[CH:18]=1)=[CH:12][CH:11]=[C:10]([C:31]1[CH:36]=[CH:35][C:34]([CH2:37][CH2:38][CH2:39][CH3:40])=[CH:33][CH:32]=1)[CH:9]=2)=[O:5])C.[OH-].[K+]. (7) Given the product [C:7]([O:11][C:12]([N:14]1[CH2:18][CH2:17][C@H:16]([C@@H:19]([OH:25])[CH2:21][O:20][CH:1]([CH3:3])[CH3:2])[CH2:15]1)=[O:13])([CH3:8])([CH3:9])[CH3:10], predict the reactants needed to synthesize it. The reactants are: [CH:1](O)([CH3:3])[CH3:2].[H-].[Na+].[C:7]([O:11][C:12]([N:14]1[CH2:18][CH2:17][C@H:16]([C@@H:19]2[CH2:21][O:20]2)[CH2:15]1)=[O:13])([CH3:10])([CH3:9])[CH3:8].C1C[O:25]CC1. (8) Given the product [NH:43]1[CH:47]=[CH:46][N:45]=[C:44]1[NH:48][C:49]([N:22]1[CH2:21][CH2:20][CH:19]([N:18]([CH2:17][C:12]2[C:11]([C:8]([C:5]3[CH:6]=[CH:7][C:2]([Cl:1])=[CH:3][CH:4]=3)([CH3:9])[CH3:10])=[CH:16][CH:15]=[CH:14][N:13]=2)[CH2:25][C:26]2[C:31]([CH3:32])=[CH:30][C:29]([CH3:33])=[CH:28][N:27]=2)[CH2:24][CH2:23]1)=[O:50], predict the reactants needed to synthesize it. The reactants are: [Cl:1][C:2]1[CH:7]=[CH:6][C:5]([C:8]([C:11]2[C:12]([CH2:17][N:18]([CH2:25][C:26]3[C:31]([CH3:32])=[CH:30][C:29]([CH3:33])=[CH:28][N:27]=3)[CH:19]3[CH2:24][CH2:23][NH:22][CH2:21][CH2:20]3)=[N:13][CH:14]=[CH:15][CH:16]=2)([CH3:10])[CH3:9])=[CH:4][CH:3]=1.CCN(C(C)C)C(C)C.[NH:43]1[CH:47]=[CH:46][N:45]=[C:44]1[NH:48][C:49](N1C=CN=C1)=[O:50].